Dataset: Catalyst prediction with 721,799 reactions and 888 catalyst types from USPTO. Task: Predict which catalyst facilitates the given reaction. (1) Reactant: [Br:1][C:2]1[CH:10]=[CH:9][C:5]([C:6]([OH:8])=O)=[C:4]([CH3:11])[CH:3]=1.CN(C=O)C.[CH3:17][C:18]1([CH3:27])[CH2:23][CH:22]([NH2:24])[CH2:21][C:20]([CH3:26])([CH3:25])[NH:19]1. Product: [Br:1][C:2]1[CH:10]=[CH:9][C:5]([C:6]([NH:24][CH:22]2[CH2:23][C:18]([CH3:27])([CH3:17])[NH:19][C:20]([CH3:26])([CH3:25])[CH2:21]2)=[O:8])=[C:4]([CH3:11])[CH:3]=1. The catalyst class is: 6. (2) Reactant: [CH3:1][CH2:2][CH2:3][CH2:4][C:5]1[N:9]([CH2:10][C:11]2[CH:16]=[CH:15][C:14]([C:17]3[C:22]([C:23]4[N:27]=[N:26][N:25](C(C5C=CC=CC=5)(C5C=CC=CC=5)C5C=CC=CC=5)[N:24]=4)=[CH:21][CH:20]=[CH:19][CH:18]=3)=[CH:13][CH:12]=2)[C:8]([CH2:47][OH:48])=[C:7]([Cl:49])[N:6]=1. Product: [CH3:1][CH2:2][CH2:3][CH2:4][C:5]1[N:9]([CH2:10][C:11]2[CH:16]=[CH:15][C:14]([C:17]3[CH:18]=[CH:19][CH:20]=[CH:21][C:22]=3[C:23]3[N:27]=[N:26][NH:25][N:24]=3)=[CH:13][CH:12]=2)[C:8]([CH2:47][OH:48])=[C:7]([Cl:49])[N:6]=1. The catalyst class is: 5. (3) Reactant: [CH3:1][C:2]1[CH:11]=[CH:10][C:5]2[N:6]=[C:7]([NH2:9])[S:8][C:4]=2[CH:3]=1.C(N(C(C)C)CC)(C)C.CNC1(NC)C=CN=CC1.[Cl:31][C:32]1[CH:33]=[C:34]([CH:38]=[CH:39][CH:40]=1)[C:35](Cl)=[O:36]. Product: [Cl:31][C:32]1[CH:33]=[C:34]([CH:38]=[CH:39][CH:40]=1)[C:35]([NH:9][C:7]1[S:8][C:4]2[CH:3]=[C:2]([CH3:1])[CH:11]=[CH:10][C:5]=2[N:6]=1)=[O:36]. The catalyst class is: 7. (4) Reactant: F[C:2]1[CH:7]=[CH:6][C:5]([N+:8]([O-:10])=[O:9])=[C:4]([C:11]([F:14])([F:13])[F:12])[CH:3]=1.[NH2:15][CH:16]1[CH2:21][CH2:20][N:19]([C:22]([O:24][C:25]([CH3:28])([CH3:27])[CH3:26])=[O:23])[CH2:18][CH2:17]1.C(=O)([O-])[O-].[K+].[K+]. Product: [N+:8]([C:5]1[CH:6]=[CH:7][C:2]([NH:15][CH:16]2[CH2:17][CH2:18][N:19]([C:22]([O:24][C:25]([CH3:28])([CH3:27])[CH3:26])=[O:23])[CH2:20][CH2:21]2)=[CH:3][C:4]=1[C:11]([F:14])([F:13])[F:12])([O-:10])=[O:9]. The catalyst class is: 58. (5) Reactant: Br[CH2:2][CH2:3][CH2:4][C:5]1[CH:10]=[CH:9][C:8]([Cl:11])=[C:7]([Cl:12])[CH:6]=1.[SH-:13].[Na+].O. Product: [Cl:12][C:7]1[CH:6]=[C:5]([CH2:4][CH2:3][CH2:2][SH:13])[CH:10]=[CH:9][C:8]=1[Cl:11]. The catalyst class is: 8. (6) Reactant: [F:1][C:2]1[CH:22]=[CH:21][CH:20]=[CH:19][C:3]=1[C:4]([NH:6][C:7]1[C:8]([CH3:18])=[N:9][NH:10][C:11]=1[C:12]1[CH:17]=[CH:16][CH:15]=[CH:14][CH:13]=1)=O.P(Cl)(Cl)(Cl)=O. Product: [F:1][C:2]1[CH:22]=[CH:21][CH:20]=[CH:19][C:3]=1[C:4]1[C:13]2[CH:14]=[CH:15][CH:16]=[CH:17][C:12]=2[C:11]2[NH:10][N:9]=[C:8]([CH3:18])[C:7]=2[N:6]=1. The catalyst class is: 866. (7) The catalyst class is: 88. Product: [NH2:26][C:22]1[N:21]=[C:20]([N:10]2[C:11]3[C:16](=[CH:15][CH:14]=[C:13]([Cl:19])[CH:12]=3)[C:17](=[O:18])[C:8]([CH2:1][C:2]3[CH:7]=[CH:6][CH:5]=[CH:4][CH:3]=3)=[C:9]2[C:33]2[O:34][CH:35]=[CH:36][N:37]=2)[CH:25]=[CH:24][CH:23]=1. Reactant: [CH2:1]([C:8]1[C:17](=[O:18])[C:16]2[C:11](=[CH:12][C:13]([Cl:19])=[CH:14][CH:15]=2)[N:10]([C:20]2[CH:25]=[CH:24][CH:23]=[C:22]([N:26]3C(C)=CC=C3C)[N:21]=2)[C:9]=1[C:33]1[O:34][CH:35]=[CH:36][N:37]=1)[C:2]1[CH:7]=[CH:6][CH:5]=[CH:4][CH:3]=1.Cl.NO. (8) Reactant: C(OC([N:8]1[CH2:13][CH2:12][N:11]([C:14]2[N:19]=[C:18]([C:20]3[CH:25]=[CH:24][N:23]=[C:22]([N:26](C(OC(C)(C)C)=O)[CH:27]4[CH2:32][CH2:31][CH2:30][CH2:29][CH2:28]4)[CH:21]=3)[CH:17]=[C:16]([NH2:40])[CH:15]=2)[CH2:10][CH2:9]1)=O)(C)(C)C.C(N(CC)CC)C.[C:48](OC(=O)C)(=[O:50])[CH3:49]. Product: [CH:27]1([NH:26][C:22]2[CH:21]=[C:20]([C:18]3[CH:17]=[C:16]([NH:40][C:48](=[O:50])[CH3:49])[CH:15]=[C:14]([N:11]4[CH2:10][CH2:9][NH:8][CH2:13][CH2:12]4)[N:19]=3)[CH:25]=[CH:24][N:23]=2)[CH2:28][CH2:29][CH2:30][CH2:31][CH2:32]1. The catalyst class is: 64.